Dataset: Catalyst prediction with 721,799 reactions and 888 catalyst types from USPTO. Task: Predict which catalyst facilitates the given reaction. (1) Reactant: [CH2:1]([N:8]1[CH2:13][CH2:12][CH:11]([NH:14][CH:15]2[CH2:24][CH2:23][C:22]3[C:17](=[CH:18][C:19]([O:25][CH3:26])=[CH:20][CH:21]=3)[CH2:16]2)[CH2:10][CH2:9]1)[C:2]1[CH:7]=[CH:6][CH:5]=[CH:4][CH:3]=1.[CH:27](=O)[CH2:28][CH3:29].C(O[BH-](OC(=O)C)OC(=O)C)(=O)C.[Na+]. Product: [CH2:1]([N:8]1[CH2:13][CH2:12][CH:11]([N:14]([CH:15]2[CH2:24][CH2:23][C:22]3[C:17](=[CH:18][C:19]([O:25][CH3:26])=[CH:20][CH:21]=3)[CH2:16]2)[CH2:27][CH2:28][CH3:29])[CH2:10][CH2:9]1)[C:2]1[CH:3]=[CH:4][CH:5]=[CH:6][CH:7]=1. The catalyst class is: 68. (2) Reactant: [NH2:1][C:2]1[CH:3]=[C:4]([CH:7]=[CH:8][CH:9]=1)[CH2:5][OH:6].C([O-])(O)=O.[Na+].Br[CH2:16][CH2:17][CH2:18][CH3:19].O. Product: [CH2:16]([NH:1][C:2]1[CH:9]=[CH:8][CH:7]=[C:4]([CH2:5][OH:6])[CH:3]=1)[CH2:17][CH2:18][CH3:19]. The catalyst class is: 16. (3) Reactant: [C:1]1([C:7]#[C:8][C:9]2[CH:14]=[CH:13][CH:12]=[CH:11][N:10]=2)[CH:6]=[CH:5][CH:4]=[CH:3][CH:2]=1.C1(C)C=C(C)C=C(C)C=1S(O[NH2:27])(=O)=O.C(OCC)C.C([O-])([O-])=O.[K+].[K+]. Product: [C:1]1([C:7]2[CH:8]=[C:9]3[CH:14]=[CH:13][CH:12]=[CH:11][N:10]3[N:27]=2)[CH:2]=[CH:3][CH:4]=[CH:5][CH:6]=1.[C:1]1([C:7]#[C:8][C:9]2[CH:14]=[CH:13][CH:12]=[CH:11][N:10]=2)[CH:2]=[CH:3][CH:4]=[CH:5][CH:6]=1. The catalyst class is: 46. (4) Reactant: [CH:1]1([C:4]2[C:9]([OH:10])=[C:8]([CH:11]=[CH2:12])[C:7]([CH3:13])=[C:6]([N+:14]([O-:16])=[O:15])[CH:5]=2)[CH2:3][CH2:2]1.C(N(CC)CC)C.[S:24](O[S:24]([C:27]([F:30])([F:29])[F:28])(=[O:26])=[O:25])([C:27]([F:30])([F:29])[F:28])(=[O:26])=[O:25].O. Product: [F:28][C:27]([F:30])([F:29])[S:24]([O:10][C:9]1[C:4]([CH:1]2[CH2:3][CH2:2]2)=[CH:5][C:6]([N+:14]([O-:16])=[O:15])=[C:7]([CH3:13])[C:8]=1[CH:11]=[CH2:12])(=[O:26])=[O:25]. The catalyst class is: 4. (5) Reactant: Cl[CH2:2][C:3]([NH:5][C:6]1[CH:11]=[C:10]([C:12]2[NH:20][C:19]3[C:14](=[N:15][CH:16]=[C:17]([Cl:21])[CH:18]=3)[C:13]=2[C:22]2[CH:27]=[CH:26][C:25]([F:28])=[CH:24][N:23]=2)[CH:9]=[CH:8][N:7]=1)=[O:4].[O:29]1[CH2:34][CH2:33][N:32]([CH2:35][CH2:36][NH2:37])[CH2:31][CH2:30]1.C(O)(C(F)(F)F)=O. Product: [Cl:21][C:17]1[CH:18]=[C:19]2[NH:20][C:12]([C:10]3[CH:9]=[CH:8][N:7]=[C:6]([NH:5][C:3](=[O:4])[CH2:2][NH:37][CH2:36][CH2:35][N:32]4[CH2:33][CH2:34][O:29][CH2:30][CH2:31]4)[CH:11]=3)=[C:13]([C:22]3[CH:27]=[CH:26][C:25]([F:28])=[CH:24][N:23]=3)[C:14]2=[N:15][CH:16]=1. The catalyst class is: 192. (6) Reactant: [NH:1]1[CH:5]=[C:4]([NH2:6])[CH:3]=[N:2]1.[BrH:7].O.C(=O)(O)[O-].[Na+].[C:14]([O:17]C(=O)C)(=O)[CH3:15]. Product: [Br:7][C:5]1[C:4]([NH:6][C:14](=[O:17])[CH3:15])=[CH:3][NH:2][N:1]=1. The catalyst class is: 7. (7) Reactant: [CH3:1][C:2]1[O:6][N:5]=[C:4]([C:7]2[CH:12]=[CH:11][CH:10]=[CH:9][CH:8]=2)[C:3]=1[CH2:13][O:14][C:15]1[N:20]=[N:19][C:18]([NH2:21])=[CH:17][CH:16]=1.Cl[C:23]([O:25][CH2:26][CH3:27])=[O:24]. Product: [CH2:26]([O:25][C:23](=[O:24])[NH:21][C:18]1[N:19]=[N:20][C:15]([O:14][CH2:13][C:3]2[C:4]([C:7]3[CH:8]=[CH:9][CH:10]=[CH:11][CH:12]=3)=[N:5][O:6][C:2]=2[CH3:1])=[CH:16][CH:17]=1)[CH3:27]. The catalyst class is: 377. (8) Reactant: [N+:1]([C:4]1[CH:5]=[C:6](C(O)=O)[NH:7][N:8]=1)([O-:3])=[O:2].C([N:14]([CH2:17]C)CC)C.C1(P(N=[N+]=[N-])(C2C=CC=CC=2)=[O:26])C=CC=CC=1.[C:36]([OH:40])([CH3:39])([CH3:38])[CH3:37]. Product: [C:36]([O:40][C:17](=[O:26])[NH:14][C:6]1[NH:7][N:8]=[C:4]([N+:1]([O-:3])=[O:2])[CH:5]=1)([CH3:39])([CH3:38])[CH3:37]. The catalyst class is: 25. (9) Reactant: C([N:8]1[C:12]([C:13]([OH:23])([CH2:15][CH2:16][C:17]2[CH:22]=[CH:21][CH:20]=[CH:19][CH:18]=2)[CH3:14])=[CH:11][N:10]=[CH:9]1)C1C=CC=CC=1. Product: [NH:10]1[CH:11]=[C:12]([C:13]([OH:23])([CH2:15][CH2:16][C:17]2[CH:22]=[CH:21][CH:20]=[CH:19][CH:18]=2)[CH3:14])[N:8]=[CH:9]1. The catalyst class is: 29. (10) Product: [F:1][C:2]1[CH:7]=[CH:6][C:5]([C:8](=[N:20][OH:21])[CH2:9][C:10]2[CH:15]=[CH:14][N:13]=[C:12]([S:16][CH3:17])[N:11]=2)=[CH:4][CH:3]=1. Reactant: [F:1][C:2]1[CH:7]=[CH:6][C:5]([C:8](=O)[CH2:9][C:10]2[CH:15]=[CH:14][N:13]=[C:12]([S:16][CH3:17])[N:11]=2)=[CH:4][CH:3]=1.Cl.[NH2:20][OH:21].C([O-])(=O)C.[Na+].O. The catalyst class is: 10.